This data is from Peptide-MHC class I binding affinity with 185,985 pairs from IEDB/IMGT. The task is: Regression. Given a peptide amino acid sequence and an MHC pseudo amino acid sequence, predict their binding affinity value. This is MHC class I binding data. (1) The peptide sequence is YTVKYPAL. The MHC is H-2-Kb with pseudo-sequence H-2-Kb. The binding affinity (normalized) is 0.615. (2) The peptide sequence is WANDFNHHY. The MHC is HLA-B07:02 with pseudo-sequence HLA-B07:02. The binding affinity (normalized) is 0.0847. (3) The peptide sequence is KIRLRPGGK. The MHC is HLA-A02:01 with pseudo-sequence HLA-A02:01. The binding affinity (normalized) is 0.